Dataset: Forward reaction prediction with 1.9M reactions from USPTO patents (1976-2016). Task: Predict the product of the given reaction. (1) The product is: [NH2:29][C@H:24]1[CH2:25][C@@H:26]([CH3:28])[CH2:27][C@@H:22]([C:21]2[CH:20]=[CH:19][N:18]=[CH:17][C:16]=2[NH:15][C:13]([C:10]2[CH:11]=[CH:12][N:7]3[N:6]=[CH:5][C:4]([CH:1]([CH3:3])[CH3:2])=[C:8]3[N:9]=2)=[O:14])[CH2:23]1. Given the reactants [C:1]([C:4]1[CH:5]=[N:6][N:7]2[CH:12]=[CH:11][C:10]([C:13]([NH:15][C:16]3[CH:17]=[N:18][CH:19]=[CH:20][C:21]=3[C@@H:22]3[CH2:27][C@H:26]([CH3:28])[CH2:25][C@H:24]([NH:29]C(=O)OC(C)(C)C)[CH2:23]3)=[O:14])=[N:9][C:8]=12)([CH3:3])=[CH2:2], predict the reaction product. (2) Given the reactants [C:1]([N:4]1[CH2:9][CH2:8][N:7]([C:10]2[CH:11]=[C:12]([CH3:27])[C:13]3[N:17]=[C:16]([C:18]4[C:19](=[O:25])[NH:20][CH:21]=[CH:22][C:23]=4Cl)[NH:15][C:14]=3[CH:26]=2)[CH2:6][CH2:5]1)(=[O:3])[CH3:2].[NH2:28][C@@H:29]([CH2:32][C:33]1[CH:38]=[CH:37][CH:36]=[CH:35][CH:34]=1)[CH2:30][OH:31].CN1CCOCC1, predict the reaction product. The product is: [C:1]([N:4]1[CH2:9][CH2:8][N:7]([C:10]2[CH:11]=[C:12]([CH3:27])[C:13]3[N:17]=[C:16]([C:18]4[C:19](=[O:25])[NH:20][CH:21]=[CH:22][C:23]=4[NH:28][C@H:29]([CH2:30][OH:31])[CH2:32][C:33]4[CH:34]=[CH:35][CH:36]=[CH:37][CH:38]=4)[NH:15][C:14]=3[CH:26]=2)[CH2:6][CH2:5]1)(=[O:3])[CH3:2]. (3) Given the reactants [C:1]([O:5][C:6](=[O:20])[NH:7][C@H:8]([CH2:13][C:14]1[CH:19]=[CH:18][CH:17]=[CH:16][CH:15]=1)[C:9](=[O:12])[CH2:10][Cl:11])([CH3:4])([CH3:3])[CH3:2].[BH4-].[Na+], predict the reaction product. The product is: [C:1]([O:5][C:6](=[O:20])[NH:7][C@H:8]([CH2:13][C:14]1[CH:15]=[CH:16][CH:17]=[CH:18][CH:19]=1)[C@@H:9]([OH:12])[CH2:10][Cl:11])([CH3:4])([CH3:2])[CH3:3]. (4) Given the reactants C1(S([N:10]2[C:14]3=[N:15][CH:16]=[C:17]([N:19]4[CH2:24][CH2:23][O:22][CH2:21][CH2:20]4)[CH:18]=[C:13]3[C:12]([C:25]3[CH:26]=[N:27][NH:28][CH:29]=3)=[CH:11]2)(=O)=O)C=CC=CC=1.[OH-].[Na+].C(Cl)Cl, predict the reaction product. The product is: [N:19]1([C:17]2[CH:18]=[C:13]3[C:12]([C:25]4[CH:29]=[N:28][NH:27][CH:26]=4)=[CH:11][NH:10][C:14]3=[N:15][CH:16]=2)[CH2:24][CH2:23][O:22][CH2:21][CH2:20]1. (5) Given the reactants [F:1][C:2]([F:34])([F:33])[C:3]1[CH:4]=[C:5]([CH:26]=[C:27]([C:29]([F:32])([F:31])[F:30])[CH:28]=1)[CH2:6][O:7][CH2:8][CH:9]([N:16]1[CH2:21][CH2:20][N:19]([CH2:22][C:23](O)=[O:24])[CH2:18][CH2:17]1)[C:10]1[CH:15]=[CH:14][CH:13]=[CH:12][CH:11]=1.CN.C1C=CC2N(O)N=[N:43][C:41]=2C=1.C(N(C(C)C)CC)(C)C.C1CCC(N=C=NC2CCCCC2)CC1, predict the reaction product. The product is: [F:1][C:2]([F:34])([F:33])[C:3]1[CH:4]=[C:5]([CH:26]=[C:27]([C:29]([F:32])([F:30])[F:31])[CH:28]=1)[CH2:6][O:7][CH2:8][CH:9]([N:16]1[CH2:17][CH2:18][N:19]([CH2:22][C:23]([NH:43][CH3:41])=[O:24])[CH2:20][CH2:21]1)[C:10]1[CH:15]=[CH:14][CH:13]=[CH:12][CH:11]=1. (6) Given the reactants [Br:1][C:2]1[CH:14]=[CH:13][C:5]([O:6][CH2:7][CH2:8][CH2:9][C:10](Cl)=[O:11])=[CH:4][CH:3]=1.[Al+3].[Cl-].[Cl-].[Cl-], predict the reaction product. The product is: [Br:1][C:2]1[CH:14]=[CH:13][C:5]2[O:6][CH2:7][CH2:8][CH2:9][C:10](=[O:11])[C:4]=2[CH:3]=1. (7) Given the reactants [O:1]=[C:2]1[C:11]2[C:6](=[C:7]([O:21]COCC[Si](C)(C)C)[CH:8]=[C:9]([C:12]3[CH:13]=[C:14]([CH:18]=[CH:19][CH:20]=3)[C:15](O)=[O:16])[CH:10]=2)[N:5]=[CH:4][N:3]1COCC[Si](C)(C)C.[CH3:38][N:39]1[CH2:44][CH2:43][NH:42][CH2:41][CH2:40]1, predict the reaction product. The product is: [OH:21][C:7]1[CH:8]=[C:9]([C:12]2[CH:20]=[CH:19][CH:18]=[C:14]([C:15]([N:42]3[CH2:43][CH2:44][N:39]([CH3:38])[CH2:40][CH2:41]3)=[O:16])[CH:13]=2)[CH:10]=[C:11]2[C:6]=1[N:5]=[CH:4][NH:3][C:2]2=[O:1]. (8) Given the reactants [CH2:1]([C:3]1[CH:4]=[N:5][CH:6]=[CH:7][C:8]=1[CH2:9][S:10][C:11]1[N:16]=[C:15]([OH:17])[CH:14]=[C:13]([CH3:18])[N:12]=1)[CH3:2].[ClH:19].O1CCOCC1, predict the reaction product. The product is: [ClH:19].[CH2:1]([C:3]1[CH:4]=[N:5][CH:6]=[CH:7][C:8]=1[CH2:9][S:10][C:11]1[N:16]=[C:15]([OH:17])[CH:14]=[C:13]([CH3:18])[N:12]=1)[CH3:2]. (9) Given the reactants [Br:1][C:2]1[CH:3]=[CH:4][C:5]([O:16][CH2:17][CH2:18][CH3:19])=[C:6]([C:8]2[CH:13]=[C:12]([Cl:14])[N:11]=[C:10]([NH2:15])[N:9]=2)[CH:7]=1.NC1N=[C:25]([C:27]2C=C(Br)C=CC=2O)[CH:24]=[C:23](Cl)N=1.C(O)C1C=CC=CC=1, predict the reaction product. The product is: [CH2:17]([O:16][C:5]1[CH:4]=[CH:3][C:2]([Br:1])=[CH:7][C:6]=1[C:8]1[CH:13]=[C:12]([Cl:14])[N:11]=[C:10]([NH2:15])[N:9]=1)[C:18]1[CH:27]=[CH:25][CH:24]=[CH:23][CH:19]=1. (10) Given the reactants [NH:1]1[C:9]2[C:4](=[CH:5][CH:6]=[CH:7][CH:8]=2)[CH:3]=[CH:2]1.[CH2:10]([CH:13]1[CH2:17][NH:16][C:15](=[O:18])[CH2:14]1)[CH2:11][CH3:12].[O:19]1[CH:23]=[CH:22][CH:21]=[C:20]1[CH:24]=O.C(N(CC)C(=O)OCN1CC(CCC)CC1=O)C, predict the reaction product. The product is: [O:19]1[CH:23]=[CH:22][CH:21]=[C:20]1[CH:24]([C:3]1[C:4]2[C:9](=[CH:8][CH:7]=[CH:6][CH:5]=2)[NH:1][CH:2]=1)[N:16]1[CH2:17][CH:13]([CH2:10][CH2:11][CH3:12])[CH2:14][C:15]1=[O:18].